Predict the product of the given reaction. From a dataset of Forward reaction prediction with 1.9M reactions from USPTO patents (1976-2016). (1) Given the reactants [Br:1][C:2]1[N:3]=[CH:4][C:5]([C:15]([OH:17])=O)=[N:6][C:7]=1[C:8]1[CH:13]=[CH:12][C:11]([F:14])=[CH:10][CH:9]=1.ClC([N:23](C)C)=C(C)C.NC[CH2:28][C:29]([CH:32]1[CH2:34][CH2:33]1)([OH:31])[CH3:30].C(N(C(C)C)C(C)C)C, predict the reaction product. The product is: [CH:32]1([C:29]([OH:31])([CH3:30])[CH2:28][NH:23][C:15]([C:5]2[CH:4]=[N:3][C:2]([Br:1])=[C:7]([C:8]3[CH:9]=[CH:10][C:11]([F:14])=[CH:12][CH:13]=3)[N:6]=2)=[O:17])[CH2:34][CH2:33]1. (2) Given the reactants [F:1][C:2]([F:38])([C:31]1[CH:36]=[CH:35][C:34]([CH3:37])=[CH:33][N:32]=1)[CH2:3][N:4]1[CH2:9][CH2:8][CH:7]([N:10]([CH3:30])[C:11]2[C:12]3[CH:19]=[CH:18][N:17](S(C4C=CC(C)=CC=4)(=O)=O)[C:13]=3[N:14]=[CH:15][N:16]=2)[CH2:6][CH2:5]1.[OH-].[Na+], predict the reaction product. The product is: [F:38][C:2]([F:1])([C:31]1[CH:36]=[CH:35][C:34]([CH3:37])=[CH:33][N:32]=1)[CH2:3][N:4]1[CH2:9][CH2:8][CH:7]([N:10]([CH3:30])[C:11]2[C:12]3[CH:19]=[CH:18][NH:17][C:13]=3[N:14]=[CH:15][N:16]=2)[CH2:6][CH2:5]1. (3) Given the reactants [Cl:1][C:2]1[CH:7]=[CH:6][C:5]([C:8]2[CH:9]=[C:10]([C:20](O)=[O:21])[N:11]=[N:12][C:13]=2[O:14][CH2:15][C:16]([F:19])([F:18])[F:17])=[CH:4][CH:3]=1.CN1CCOCC1.CN(C(ON1N=NC2C=CC=CC1=2)=[N+](C)C)C.F[P-](F)(F)(F)(F)F.Cl.[CH:55]1([C:58]2[O:62][N:61]=[C:60]([CH2:63][NH2:64])[N:59]=2)[CH2:57][CH2:56]1, predict the reaction product. The product is: [CH:55]1([C:58]2[O:62][N:61]=[C:60]([CH2:63][NH:64][C:20]([C:10]3[N:11]=[N:12][C:13]([O:14][CH2:15][C:16]([F:17])([F:18])[F:19])=[C:8]([C:5]4[CH:4]=[CH:3][C:2]([Cl:1])=[CH:7][CH:6]=4)[CH:9]=3)=[O:21])[N:59]=2)[CH2:57][CH2:56]1. (4) Given the reactants [CH2:1]([O:19][CH:20]1[CH:24]([O:25][CH2:26][CH2:27][CH2:28][CH2:29][CH2:30][CH2:31][CH2:32][CH3:33])[CH2:23][NH:22][CH2:21]1)[CH2:2][CH2:3][CH2:4][CH2:5][CH2:6][CH2:7][CH2:8]/[CH:9]=[CH:10]\[CH2:11]/[CH:12]=[CH:13]\[CH2:14][CH2:15][CH2:16][CH2:17][CH3:18].[CH2:34]1COCC1.C=O.C([O-])([O-])=O.[K+].[K+], predict the reaction product. The product is: [CH3:34][N:22]1[CH2:23][CH:24]([O:25][CH2:26][CH2:27][CH2:28][CH2:29][CH2:30][CH2:31][CH2:32][CH3:33])[CH:20]([O:19][CH2:1][CH2:2][CH2:3][CH2:4][CH2:5][CH2:6][CH2:7][CH2:8]/[CH:9]=[CH:10]\[CH2:11]/[CH:12]=[CH:13]\[CH2:14][CH2:15][CH2:16][CH2:17][CH3:18])[CH2:21]1. (5) Given the reactants [NH2:1][C:2]1[CH:9]=[C:8]([C:10]2[O:11][CH:12]=[CH:13][CH:14]=2)[C:5]([C:6]#[N:7])=[C:4](S(C)=O)[N:3]=1.[N:18]1[CH:23]=[CH:22][CH:21]=[CH:20][C:19]=1[CH2:24][NH2:25], predict the reaction product. The product is: [NH2:1][C:2]1[CH:9]=[C:8]([C:10]2[O:11][CH:12]=[CH:13][CH:14]=2)[C:5]([C:6]#[N:7])=[C:4]([NH:25][CH2:24][C:19]2[CH:20]=[CH:21][CH:22]=[CH:23][N:18]=2)[N:3]=1. (6) The product is: [C:3]([NH:7][C:8]([NH:1][NH2:2])=[O:9])([CH3:6])([CH3:5])[CH3:4]. Given the reactants [NH2:1][NH2:2].[C:3]([N:7]=[C:8]=[O:9])([CH3:6])([CH3:5])[CH3:4], predict the reaction product.